From a dataset of Catalyst prediction with 721,799 reactions and 888 catalyst types from USPTO. Predict which catalyst facilitates the given reaction. (1) Reactant: [N+:1]([CH:4]([CH3:13])[CH:5]([CH:7]1[CH2:12][CH2:11][O:10][CH2:9][CH2:8]1)[OH:6])([O-])=O.[H][H]. Product: [NH2:1][CH:4]([CH3:13])[CH:5]([CH:7]1[CH2:8][CH2:9][O:10][CH2:11][CH2:12]1)[OH:6]. The catalyst class is: 29. (2) Reactant: [CH:1]1([C:5](Cl)=[O:6])[CH2:4][CH2:3][CH2:2]1.[OH-].[Na+].[CH:10]1[C:22]2[CH:21]([CH2:23][O:24][C:25]([NH:27][C@@H:28]([CH2:32][CH2:33][NH2:34])[C:29]([OH:31])=[O:30])=[O:26])[C:20]3[C:15](=[CH:16][CH:17]=[CH:18][CH:19]=3)[C:14]=2[CH:13]=[CH:12][CH:11]=1. Product: [CH:19]1[C:20]2[CH:21]([CH2:23][O:24][C:25]([NH:27][C@@H:28]([CH2:32][CH2:33][NH:34][C:5]([CH:1]3[CH2:4][CH2:3][CH2:2]3)=[O:6])[C:29]([OH:31])=[O:30])=[O:26])[C:22]3[C:14](=[CH:13][CH:12]=[CH:11][CH:10]=3)[C:15]=2[CH:16]=[CH:17][CH:18]=1. The catalyst class is: 1. (3) Reactant: [NH:1]1[C:5]2=[N:6][CH:7]=[CH:8][CH:9]=[C:4]2[C:3]([CH2:10][C:11]([OH:13])=[O:12])=[N:2]1.[CH3:14]O. Product: [NH:1]1[C:5]2=[N:6][CH:7]=[CH:8][CH:9]=[C:4]2[C:3]([CH2:10][C:11]([O:13][CH3:14])=[O:12])=[N:2]1. The catalyst class is: 33. (4) Reactant: [F:1][C:2]([F:45])([F:44])[C:3]1[CH:4]=[C:5]([C:13]([CH3:43])([CH3:42])[C:14]([N:16]([C:18]2[CH:19]=[N:20][C:21]([N:32]3[CH2:36][CH2:35][C@H:34]([NH:37][S:38]([CH3:41])(=[O:40])=[O:39])[CH2:33]3)=[CH:22][C:23]=2[C:24]2[CH:29]=[CH:28][C:27]([F:30])=[CH:26][C:25]=2[CH3:31])[CH3:17])=[O:15])[CH:6]=[C:7]([C:9]([F:12])([F:11])[F:10])[CH:8]=1.[H-].[Na+].I[CH2:49][CH3:50].COC(C)(C)C. Product: [F:11][C:9]([F:10])([F:12])[C:7]1[CH:6]=[C:5]([C:13]([CH3:43])([CH3:42])[C:14]([N:16]([C:18]2[CH:19]=[N:20][C:21]([N:32]3[CH2:36][CH2:35][CH:34]([N:37]([CH2:49][CH3:50])[S:38]([CH3:41])(=[O:40])=[O:39])[CH2:33]3)=[CH:22][C:23]=2[C:24]2[CH:29]=[CH:28][C:27]([F:30])=[CH:26][C:25]=2[CH3:31])[CH3:17])=[O:15])[CH:4]=[C:3]([C:2]([F:1])([F:44])[F:45])[CH:8]=1. The catalyst class is: 9. (5) Reactant: [CH:1]([C:3]1[CH:26]=[CH:25][C:6]([O:7][CH2:8][C:9]2[N:10]=[C:11]([C:15]3[CH:16]=[C:17]([CH:22]=[CH:23][CH:24]=3)[C:18]([O:20][CH3:21])=[O:19])[O:12][C:13]=2[CH3:14])=[C:5]([O:27][CH3:28])[CH:4]=1)=[O:2].C(O)C.[BH4-].[Na+].O. Product: [OH:2][CH2:1][C:3]1[CH:26]=[CH:25][C:6]([O:7][CH2:8][C:9]2[N:10]=[C:11]([C:15]3[CH:16]=[C:17]([CH:22]=[CH:23][CH:24]=3)[C:18]([O:20][CH3:21])=[O:19])[O:12][C:13]=2[CH3:14])=[C:5]([O:27][CH3:28])[CH:4]=1. The catalyst class is: 7. (6) Reactant: Cl.[C:2]([NH:5][C:6]1[CH:20]=[CH:19][C:9]([O:10][CH2:11][CH2:12][CH2:13][C:14]([O:16][CH2:17][CH3:18])=[O:15])=[CH:8][C:7]=1[NH2:21])(=[O:4])[CH3:3].C([O-])([O-])=O.[K+].[K+].[Cl:28][C:29]1[C:30]([CH2:39]Cl)=[N:31][CH:32]=[C:33]([C:35]([F:38])([F:37])[F:36])[CH:34]=1.[Na+].[I-]. Product: [C:2]([NH:5][C:6]1[CH:20]=[CH:19][C:9]([O:10][CH2:11][CH2:12][CH2:13][C:14]([O:16][CH2:17][CH3:18])=[O:15])=[CH:8][C:7]=1[NH:21][CH2:39][C:30]1[C:29]([Cl:28])=[CH:34][C:33]([C:35]([F:38])([F:36])[F:37])=[CH:32][N:31]=1)(=[O:4])[CH3:3]. The catalyst class is: 329.